Dataset: NCI-60 drug combinations with 297,098 pairs across 59 cell lines. Task: Regression. Given two drug SMILES strings and cell line genomic features, predict the synergy score measuring deviation from expected non-interaction effect. (1) Drug 1: C1=CC=C(C(=C1)C(C2=CC=C(C=C2)Cl)C(Cl)Cl)Cl. Synergy scores: CSS=0.340, Synergy_ZIP=-0.0844, Synergy_Bliss=0.187, Synergy_Loewe=-2.79, Synergy_HSA=-1.91. Cell line: NCI/ADR-RES. Drug 2: CC(C)NC(=O)C1=CC=C(C=C1)CNNC.Cl. (2) Drug 1: CNC(=O)C1=NC=CC(=C1)OC2=CC=C(C=C2)NC(=O)NC3=CC(=C(C=C3)Cl)C(F)(F)F. Drug 2: COC1=C2C(=CC3=C1OC=C3)C=CC(=O)O2. Cell line: KM12. Synergy scores: CSS=12.1, Synergy_ZIP=-5.68, Synergy_Bliss=-4.83, Synergy_Loewe=-5.09, Synergy_HSA=-3.59. (3) Drug 1: CC=C1C(=O)NC(C(=O)OC2CC(=O)NC(C(=O)NC(CSSCCC=C2)C(=O)N1)C(C)C)C(C)C. Drug 2: CCCCC(=O)OCC(=O)C1(CC(C2=C(C1)C(=C3C(=C2O)C(=O)C4=C(C3=O)C=CC=C4OC)O)OC5CC(C(C(O5)C)O)NC(=O)C(F)(F)F)O. Cell line: NCI-H522. Synergy scores: CSS=56.6, Synergy_ZIP=-3.86, Synergy_Bliss=0.434, Synergy_Loewe=-1.33, Synergy_HSA=1.73. (4) Drug 1: C1=CN(C(=O)N=C1N)C2C(C(C(O2)CO)O)O.Cl. Drug 2: COC1=NC(=NC2=C1N=CN2C3C(C(C(O3)CO)O)O)N. Cell line: SK-OV-3. Synergy scores: CSS=22.3, Synergy_ZIP=4.31, Synergy_Bliss=3.66, Synergy_Loewe=-16.2, Synergy_HSA=1.27. (5) Drug 1: CCN(CC)CCNC(=O)C1=C(NC(=C1C)C=C2C3=C(C=CC(=C3)F)NC2=O)C. Drug 2: CC1C(C(CC(O1)OC2CC(CC3=C2C(=C4C(=C3O)C(=O)C5=CC=CC=C5C4=O)O)(C(=O)C)O)N)O. Cell line: PC-3. Synergy scores: CSS=56.1, Synergy_ZIP=2.27, Synergy_Bliss=5.46, Synergy_Loewe=-2.37, Synergy_HSA=7.87.